Predict the reactants needed to synthesize the given product. From a dataset of Full USPTO retrosynthesis dataset with 1.9M reactions from patents (1976-2016). (1) Given the product [C:11]([O:10][C:9]([NH:8][C:5]1[CH:4]=[CH:3][C:2]([C:17]([F:24])([F:23])[C:18]([O:20][CH2:21][CH3:22])=[O:19])=[N:7][CH:6]=1)=[O:15])([CH3:14])([CH3:13])[CH3:12], predict the reactants needed to synthesize it. The reactants are: Br[C:2]1[N:7]=[CH:6][C:5]([NH:8][C:9](=[O:15])[O:10][C:11]([CH3:14])([CH3:13])[CH3:12])=[CH:4][CH:3]=1.Br[C:17]([F:24])([F:23])[C:18]([O:20][CH2:21][CH3:22])=[O:19]. (2) Given the product [CH3:36][C:34]1[N:35]=[C:9]2[N:8]([C@H:5]3[CH2:6][CH2:7][C@H:2]([O:1][CH2:37][S:38][CH3:40])[CH2:3][CH2:4]3)[C:13](=[O:14])[C:12]([CH2:15][C:16]3[CH:21]=[CH:20][C:19]([C:22]4[C:23]([C:28]#[N:29])=[CH:24][CH:25]=[CH:26][CH:27]=4)=[CH:18][CH:17]=3)=[C:11]([CH2:30][CH2:31][CH3:32])[N:10]2[N:33]=1, predict the reactants needed to synthesize it. The reactants are: [OH:1][C@H:2]1[CH2:7][CH2:6][C@H:5]([N:8]2[C:13](=[O:14])[C:12]([CH2:15][C:16]3[CH:21]=[CH:20][C:19]([C:22]4[C:23]([C:28]#[N:29])=[CH:24][CH:25]=[CH:26][CH:27]=4)=[CH:18][CH:17]=3)=[C:11]([CH2:30][CH2:31][CH3:32])[N:10]3[N:33]=[C:34]([CH3:36])[N:35]=[C:9]23)[CH2:4][CH2:3]1.[CH3:37][S:38]([CH3:40])=O.C(OC(=O)C)(=O)C. (3) Given the product [CH3:18][C:19]1[C:23]([C:24]([N:26]2[CH2:27][CH2:28][N:29]([CH3:32])[CH2:30][CH2:31]2)=[O:25])=[C:22]([CH3:33])[NH:21][C:20]=1[CH:34]=[C:10]1[C:9]2[C:13](=[CH:14][CH:15]=[CH:16][C:8]=2[C:4]2[CH:5]=[CH:6][CH:7]=[C:2]([F:1])[CH:3]=2)[NH:12][C:11]1=[O:17], predict the reactants needed to synthesize it. The reactants are: [F:1][C:2]1[CH:3]=[C:4]([C:8]2[CH:16]=[CH:15][CH:14]=[C:13]3[C:9]=2[CH2:10][C:11](=[O:17])[NH:12]3)[CH:5]=[CH:6][CH:7]=1.[CH3:18][C:19]1[C:23]([C:24]([N:26]2[CH2:31][CH2:30][N:29]([CH3:32])[CH2:28][CH2:27]2)=[O:25])=[C:22]([CH3:33])[NH:21][C:20]=1[CH:34]=O. (4) Given the product [F:28][C:10]([F:9])([F:27])[C:11]1[CH:16]=[C:15]([O:17][CH3:18])[CH:14]=[CH:13][C:12]=1[C:19]1[CH:24]=[CH:23][N:22]=[C:21]([C:25](=[N:7][OH:8])[NH2:26])[CH:20]=1, predict the reactants needed to synthesize it. The reactants are: C(=O)([O-])O.[Na+].Cl.[NH2:7][OH:8].[F:9][C:10]([F:28])([F:27])[C:11]1[CH:16]=[C:15]([O:17][CH3:18])[CH:14]=[CH:13][C:12]=1[C:19]1[CH:24]=[CH:23][N:22]=[C:21]([C:25]#[N:26])[CH:20]=1. (5) Given the product [CH:16]([N:14]([CH3:15])[C:12]1[C:11]([C:19]#[N:20])=[CH:10][C:9]2[NH:21][C:22](=[O:38])[CH2:23][C:24]([C:26]3[CH:31]=[CH:30][CH:29]=[C:28]([C:32]4[O:36][N:35]=[C:34]([CH3:37])[CH:33]=4)[CH:27]=3)=[N:7][C:8]=2[CH:13]=1)([CH3:18])[CH3:17], predict the reactants needed to synthesize it. The reactants are: C(OC(=O)[NH:7][C:8]1[CH:13]=[C:12]([N:14]([CH:16]([CH3:18])[CH3:17])[CH3:15])[C:11]([C:19]#[N:20])=[CH:10][C:9]=1[NH:21][C:22](=[O:38])[CH2:23][C:24]([C:26]1[CH:31]=[CH:30][CH:29]=[C:28]([C:32]2[O:36][N:35]=[C:34]([CH3:37])[CH:33]=2)[CH:27]=1)=O)(C)(C)C.C(O)(C(F)(F)F)=O.